This data is from Full USPTO retrosynthesis dataset with 1.9M reactions from patents (1976-2016). The task is: Predict the reactants needed to synthesize the given product. (1) Given the product [S:1]1[C:5]2=[N:6][CH:7]=[CH:8][CH:9]=[C:4]2[C:3]([NH:10][CH2:11][CH2:12][CH2:13][N:14]([CH2:15][C:16]2[CH:21]=[CH:20][C:19]([C:22]3[CH:23]=[CH:24][C:25]([O:28][CH3:29])=[CH:26][CH:27]=3)=[CH:18][CH:17]=2)[S:45]([C:43]2[N:42]=[C:41]([CH3:49])[N:40]([CH3:39])[CH:44]=2)(=[O:47])=[O:46])=[N:2]1, predict the reactants needed to synthesize it. The reactants are: [S:1]1[C:5]2=[N:6][CH:7]=[CH:8][CH:9]=[C:4]2[C:3]([NH:10][CH2:11][CH2:12][CH2:13][NH:14][CH2:15][C:16]2[CH:21]=[CH:20][C:19]([C:22]3[CH:27]=[CH:26][C:25]([O:28][CH3:29])=[CH:24][CH:23]=3)=[CH:18][CH:17]=2)=[N:2]1.C(N(C(C)C)CC)(C)C.[CH3:39][N:40]1[CH:44]=[C:43]([S:45](Cl)(=[O:47])=[O:46])[N:42]=[C:41]1[CH3:49]. (2) Given the product [NH2:7][C@@H:8]1[C:14](=[O:15])[N:13]([CH3:16])[C:12]2[CH:17]=[C:18]([F:21])[CH:19]=[CH:20][C:11]=2[O:10][CH2:9]1, predict the reactants needed to synthesize it. The reactants are: C(OC(=O)[NH:7][C@@H:8]1[C:14](=[O:15])[N:13]([CH3:16])[C:12]2[CH:17]=[C:18]([F:21])[CH:19]=[CH:20][C:11]=2[O:10][CH2:9]1)(C)(C)C.FC(F)(F)C(O)=O. (3) Given the product [Cl:3][C:4]1[C:8]([Cl:9])=[C:7]([CH3:10])[NH:6][C:5]=1[C:11]([NH:13][C:14]1[CH:15]=[CH:16][C:17]([C:20]2[CH:30]=[C:24]([C:25]([OH:27])=[O:26])[CH:23]=[N:22][CH:21]=2)=[CH:18][CH:19]=1)=[O:12], predict the reactants needed to synthesize it. The reactants are: [Li+].[OH-].[Cl:3][C:4]1[C:8]([Cl:9])=[C:7]([CH3:10])[NH:6][C:5]=1[C:11]([NH:13][C:14]1[CH:19]=[CH:18][C:17]([C:20]2[CH:21]=[N:22][CH:23]=[C:24]([CH:30]=2)[C:25]([O:27]CC)=[O:26])=[CH:16][CH:15]=1)=[O:12].Cl.